This data is from Catalyst prediction with 721,799 reactions and 888 catalyst types from USPTO. The task is: Predict which catalyst facilitates the given reaction. (1) Reactant: [Cl:1][C:2]1[CH:7]=[CH:6][CH:5]=[CH:4][C:3]=1[NH:8][C:9](=[O:26])[NH:10][C:11]1[CH:16]=[CH:15][C:14]([CH2:17][C:18]([O:20]C(C)(C)C)=[O:19])=[CH:13][C:12]=1[CH3:25].C(O)(C(F)(F)F)=O. Product: [Cl:1][C:2]1[CH:7]=[CH:6][CH:5]=[CH:4][C:3]=1[NH:8][C:9](=[O:26])[NH:10][C:11]1[CH:16]=[CH:15][C:14]([CH2:17][C:18]([OH:20])=[O:19])=[CH:13][C:12]=1[CH3:25]. The catalyst class is: 2. (2) Reactant: [CH3:1][O:2][C:3]1[N:8]=[CH:7][C:6]([C:9]2[CH:10]=[C:11]3[C:16](=[CH:17][CH:18]=2)[N:15]=[CH:14][N:13]=[C:12]3[C:19]2[CH:20]=[N:21][CH:22]=[C:23]([CH:27]=2)[C:24]([OH:26])=O)=[CH:5][CH:4]=1.CCN(C(C)C)C(C)C.CCCP(=O)=O.[CH3:43][N:44]1[CH2:50][CH2:49][CH2:48][NH:47][CH2:46][CH2:45]1. Product: [CH3:1][O:2][C:3]1[N:8]=[CH:7][C:6]([C:9]2[CH:10]=[C:11]3[C:16](=[CH:17][CH:18]=2)[N:15]=[CH:14][N:13]=[C:12]3[C:19]2[CH:27]=[C:23]([C:24]([N:47]3[CH2:48][CH2:49][CH2:50][N:44]([CH3:43])[CH2:45][CH2:46]3)=[O:26])[CH:22]=[N:21][CH:20]=2)=[CH:5][CH:4]=1. The catalyst class is: 2. (3) Reactant: [F:1][C:2]1[CH:7]=[CH:6][C:5]([C:8]2[CH:12]=[C:11]([C:13]([OH:15])=O)[O:10][N:9]=2)=[CH:4][CH:3]=1.[NH2:16][CH2:17][CH2:18][C:19]([O:21][CH3:22])=[O:20].ClCCl.CCN(C(C)C)C(C)C. Product: [F:1][C:2]1[CH:3]=[CH:4][C:5]([C:8]2[CH:12]=[C:11]([C:13]([NH:16][CH2:17][CH2:18][C:19]([O:21][CH3:22])=[O:20])=[O:15])[O:10][N:9]=2)=[CH:6][CH:7]=1. The catalyst class is: 13. (4) Reactant: [CH3:1][C:2]1[CH:7]=[CH:6][CH:5]=[C:4]([CH3:8])[C:3]=1[NH:9][C:10]1[C:18]2[C:13](=[N:14][C:15]([NH:19][C:20]3[CH:25]=[CH:24][CH:23]=[CH:22][CH:21]=3)=[N:16][CH:17]=2)[N:12]([CH2:26][CH2:27][CH:28]=O)[N:11]=1.Cl.[CH3:31][NH:32][CH3:33].[BH-](OC(C)=O)(OC(C)=O)OC(C)=O.[Na+].C(N(CC)CC)C. Product: [CH3:31][N:32]([CH3:33])[CH2:28][CH2:27][CH2:26][N:12]1[C:13]2=[N:14][C:15]([NH:19][C:20]3[CH:25]=[CH:24][CH:23]=[CH:22][CH:21]=3)=[N:16][CH:17]=[C:18]2[C:10]([NH:9][C:3]2[C:4]([CH3:8])=[CH:5][CH:6]=[CH:7][C:2]=2[CH3:1])=[N:11]1. The catalyst class is: 26. (5) Reactant: [CH3:1][O:2][C:3]1[C:8]([N+:9]([O-])=O)=[C:7]([O:12][CH3:13])[N:6]=[C:5]([NH:14][CH2:15][CH2:16][N:17]([CH3:25])[C:18](=[O:24])[O:19][C:20]([CH3:23])([CH3:22])[CH3:21])[N:4]=1. Product: [NH2:9][C:8]1[C:7]([O:12][CH3:13])=[N:6][C:5]([NH:14][CH2:15][CH2:16][N:17]([CH3:25])[C:18](=[O:24])[O:19][C:20]([CH3:21])([CH3:22])[CH3:23])=[N:4][C:3]=1[O:2][CH3:1]. The catalyst class is: 8. (6) Reactant: [CH:1](=[N:8][N:9]1[C:21]2[C:20]3[CH:19]=[CH:18][CH:17]=[CH:16][C:15]=3[N:14]=[CH:13][C:12]=2[N:11]=[C:10]1[CH2:22][CH2:23][CH2:24][CH3:25])[C:2]1[CH:7]=[CH:6][CH:5]=[CH:4][CH:3]=1.[BH4-].[Na+]. Product: [CH2:1]([NH:8][N:9]1[C:21]2[C:20]3[CH:19]=[CH:18][CH:17]=[CH:16][C:15]=3[N:14]=[CH:13][C:12]=2[N:11]=[C:10]1[CH2:22][CH2:23][CH2:24][CH3:25])[C:2]1[CH:7]=[CH:6][CH:5]=[CH:4][CH:3]=1. The catalyst class is: 5. (7) Reactant: [NH2:1][C:2]1[N:7]=[CH:6][C:5]([N:8]2[CH2:13][CH2:12][N:11]([C:14]([C:16]3[CH:21]=[CH:20][CH:19]=[CH:18][C:17]=3[C:22]([F:25])([F:24])[F:23])=[O:15])[CH2:10][CH2:9]2)=[CH:4][CH:3]=1.[CH2:26]([S:32](Cl)(=[O:34])=[O:33])[CH2:27][CH2:28][CH2:29][CH2:30][CH3:31]. Product: [F:23][C:22]([F:25])([F:24])[C:17]1[CH:18]=[CH:19][CH:20]=[CH:21][C:16]=1[C:14]([N:11]1[CH2:10][CH2:9][N:8]([C:5]2[CH:4]=[CH:3][C:2]([NH:1][S:32]([CH2:26][CH2:27][CH2:28][CH2:29][CH2:30][CH3:31])(=[O:34])=[O:33])=[N:7][CH:6]=2)[CH2:13][CH2:12]1)=[O:15]. The catalyst class is: 300. (8) Reactant: [F:1][C:2]1[CH:3]=[CH:4][C:5]([C:8]2[C:12](/[CH:13]=[CH:14]/[C:15]3[S:16][C:17]([C:20](O)=[O:21])=[CH:18][N:19]=3)=[C:11]([CH3:23])[O:10][N:9]=2)=[N:6][CH:7]=1.C(N1C=CN=C1)([N:26]1C=CN=C1)=O.[OH-].[NH4+]. Product: [F:1][C:2]1[CH:3]=[CH:4][C:5]([C:8]2[C:12](/[CH:13]=[CH:14]/[C:15]3[S:16][C:17]([C:20]([NH2:26])=[O:21])=[CH:18][N:19]=3)=[C:11]([CH3:23])[O:10][N:9]=2)=[N:6][CH:7]=1. The catalyst class is: 3.